The task is: Predict the reactants needed to synthesize the given product.. This data is from Full USPTO retrosynthesis dataset with 1.9M reactions from patents (1976-2016). (1) The reactants are: [F:1][C:2]1[CH:7]=[CH:6][C:5]([N:8]2[C:11](=[O:12])[C@H:10]([S:13]CC3C=CC(OC)=CC=3)[C@H:9]2[C:23]2[CH:37]=[CH:36][C:26]([O:27][CH2:28][C:29]([O:31][C:32]([CH3:35])([CH3:34])[CH3:33])=[O:30])=[CH:25][CH:24]=2)=[CH:4][CH:3]=1.[N+:38]([C:41]1[C:42]([S:47]Cl)=[N:43][CH:44]=[CH:45][CH:46]=1)([O-:40])=[O:39]. Given the product [F:1][C:2]1[CH:7]=[CH:6][C:5]([N:8]2[C:11](=[O:12])[C@H:10]([S:13][S:47][C:42]3[C:41]([N+:38]([O-:40])=[O:39])=[CH:46][CH:45]=[CH:44][N:43]=3)[C@H:9]2[C:23]2[CH:24]=[CH:25][C:26]([O:27][CH2:28][C:29]([O:31][C:32]([CH3:34])([CH3:33])[CH3:35])=[O:30])=[CH:36][CH:37]=2)=[CH:4][CH:3]=1, predict the reactants needed to synthesize it. (2) Given the product [ClH:1].[N:2]1([CH2:7][C:8]2[CH:13]=[CH:12][C:11]([NH:14][NH2:15])=[CH:10][CH:9]=2)[CH:6]=[N:5][CH:4]=[N:3]1, predict the reactants needed to synthesize it. The reactants are: [ClH:1].[N:2]1([CH2:7][C:8]2[CH:13]=[CH:12][C:11]([NH2:14])=[CH:10][CH:9]=2)[CH:6]=[N:5][CH:4]=[N:3]1.[N:15]([O-])=O.[Na+].S([O-])([O-])=O.[Na+].[Na+]. (3) Given the product [Cl:18][CH2:17][C:16]1[O:19][C:1]([C:2]2[CH:3]=[CH:4][CH:5]=[CH:6][CH:7]=2)=[N:9][C:10]=1[C:11]([O:13][CH2:14][CH3:15])=[O:12], predict the reactants needed to synthesize it. The reactants are: [C:1]([NH:9][CH:10]([C:16](=[O:19])[CH2:17][Cl:18])[C:11]([O:13][CH2:14][CH3:15])=[O:12])(=O)[C:2]1[CH:7]=[CH:6][CH:5]=[CH:4][CH:3]=1.ClCC(=O)CC(OCC)=O.P(Cl)(Cl)(Cl)=O.C(=O)([O-])O.[Na+]. (4) Given the product [C:2]([C:5]1[CH:6]=[CH:7][C:8]([NH:11][C:12](=[O:23])[CH:13]([C:17]2[CH:22]=[CH:21][CH:20]=[CH:19][CH:18]=2)[C:14]([NH:57][CH:55]([C:52]2[CH:51]=[CH:50][C:49]([N+:46]([O-:48])=[O:47])=[CH:54][CH:53]=2)[CH3:56])=[O:16])=[CH:9][CH:10]=1)(=[NH:4])[NH2:3], predict the reactants needed to synthesize it. The reactants are: [Na+].[C:2]([C:5]1[CH:10]=[CH:9][C:8]([NH:11][C:12](=[O:23])[CH:13]([C:17]2[CH:22]=[CH:21][CH:20]=[CH:19][CH:18]=2)[C:14]([O-:16])=O)=[CH:7][CH:6]=1)(=[NH:4])[NH2:3].[B-](F)(F)(F)F.CCOC(C(C#N)=NOC(N(C)C)=[N+](C)C)=O.[N+:46]([C:49]1[CH:54]=[CH:53][C:52]([C@@H:55]([NH2:57])[CH3:56])=[CH:51][CH:50]=1)([O-:48])=[O:47]. (5) Given the product [CH:17]([C:4]1[CH:3]=[C:2]([CH3:20])[CH:16]=[CH:15][C:5]=1[O:6][CH2:7][C:8]([OH:10])=[O:9])=[O:18], predict the reactants needed to synthesize it. The reactants are: Cl[C:2]1[CH:16]=[CH:15][C:5]([O:6][CH2:7][C:8]([O:10]C(C)(C)C)=[O:9])=[C:4]([CH2:17][OH:18])[CH:3]=1.O[C:20]1C=CC(C)=CC=1C=O. (6) Given the product [F:1][C:2]([F:7])([F:6])[C:3]([OH:5])=[O:4].[F:8][C:9]([F:14])([F:13])[C:10]([OH:12])=[O:11].[Cl:22][C:23]1[CH:24]=[N:25][C:26]2[NH:27][C:28]3[CH:29]=[N:30][CH:31]=[C:32]([CH:53]=3)[CH2:33][CH2:34][C:35]3[CH:43]=[C:39]([NH:40][C:41]=1[N:42]=2)[CH:38]=[CH:37][C:36]=3[NH:44][C:45](=[O:52])[CH2:46][C@@H:47]1[CH2:51][CH2:50][N:49]([C:60]([C:58]2[CH:57]=[N:56][N:55]([CH3:54])[CH:59]=2)=[O:61])[CH2:48]1, predict the reactants needed to synthesize it. The reactants are: [F:1][C:2]([F:7])([F:6])[C:3]([OH:5])=[O:4].[F:8][C:9]([F:14])([F:13])[C:10]([OH:12])=[O:11].FC(F)(F)C(O)=O.[Cl:22][C:23]1[CH:24]=[N:25][C:26]2[NH:27][C:28]3[CH:29]=[N:30][CH:31]=[C:32]([CH:53]=3)[CH2:33][CH2:34][C:35]3[CH:43]=[C:39]([NH:40][C:41]=1[N:42]=2)[CH:38]=[CH:37][C:36]=3[NH:44][C:45](=[O:52])[CH2:46][C@@H:47]1[CH2:51][CH2:50][NH:49][CH2:48]1.[CH3:54][N:55]1[CH:59]=[C:58]([C:60](Cl)=[O:61])[CH:57]=[N:56]1. (7) Given the product [Cl:1][C:2]1[CH:3]=[C:4]([S:8]([N:11]2[CH2:16][CH2:15][N:14]([CH2:40][CH2:41][CH3:42])[CH:13]([C:17]([N:19]3[CH2:24][CH2:23][N:22]([C:25]4[CH:30]=[C:29]([CH3:31])[CH:28]=[CH:27][C:26]=4[CH3:32])[CH2:21][CH2:20]3)=[O:18])[CH2:12]2)(=[O:9])=[O:10])[CH:5]=[CH:6][CH:7]=1, predict the reactants needed to synthesize it. The reactants are: [Cl:1][C:2]1[CH:3]=[C:4]([S:8]([N:11]2[CH2:16][CH2:15][NH:14][CH:13]([C:17]([N:19]3[CH2:24][CH2:23][N:22]([C:25]4[CH:30]=[C:29]([CH3:31])[CH:28]=[CH:27][C:26]=4[CH3:32])[CH2:21][CH2:20]3)=[O:18])[CH2:12]2)(=[O:10])=[O:9])[CH:5]=[CH:6][CH:7]=1.C(=O)([O-])[O-].[Cs+].[Cs+].Br[CH2:40][CH2:41][CH3:42].O. (8) Given the product [CH2:1]([NH:8][C:9]1[N:14]2[N:15]=[CH:16][C:17]([Br:18])=[C:13]2[N:12]=[CH:11][C:10]=1[C:19]([N:33]1[CH2:34][CH2:35][CH:30]([C:26]2[CH:27]=[CH:28][CH:29]=[C:24]([CH3:23])[CH:25]=2)[CH2:31][CH2:32]1)=[O:21])[C:2]1[CH:3]=[CH:4][CH:5]=[CH:6][CH:7]=1, predict the reactants needed to synthesize it. The reactants are: [CH2:1]([NH:8][C:9]1[N:14]2[N:15]=[CH:16][C:17]([Br:18])=[C:13]2[N:12]=[CH:11][C:10]=1[C:19]([OH:21])=O)[C:2]1[CH:7]=[CH:6][CH:5]=[CH:4][CH:3]=1.Cl.[CH3:23][C:24]1[CH:25]=[C:26]([CH:30]2[CH2:35][CH2:34][NH:33][CH2:32][CH2:31]2)[CH:27]=[CH:28][CH:29]=1. (9) Given the product [CH3:15][N:1]1[C:10]2[C:5](=[N:6][CH:7]=[CH:8][CH:9]=2)[C:4](=[O:11])[CH2:3][CH2:2]1, predict the reactants needed to synthesize it. The reactants are: [NH:1]1[C:10]2[C:5](=[N:6][CH:7]=[CH:8][CH:9]=2)[C:4](=[O:11])[CH2:3][CH2:2]1.[H-].[Na+].I[CH3:15].